This data is from Catalyst prediction with 721,799 reactions and 888 catalyst types from USPTO. The task is: Predict which catalyst facilitates the given reaction. Reactant: [NH:1]1[C:9]2[C:4](=[CH:5][CH:6]=[CH:7][CH:8]=2)[CH:3]=[CH:2]1.[H-].[Na+].[F:12][C:13]1[CH:20]=[CH:19][C:16]([CH2:17]Cl)=[CH:15][CH:14]=1.O. Product: [F:12][C:13]1[CH:20]=[CH:19][C:16]([CH2:17][N:1]2[C:9]3[C:4](=[CH:5][CH:6]=[CH:7][CH:8]=3)[CH:3]=[CH:2]2)=[CH:15][CH:14]=1. The catalyst class is: 16.